This data is from Catalyst prediction with 721,799 reactions and 888 catalyst types from USPTO. The task is: Predict which catalyst facilitates the given reaction. (1) Reactant: [CH:1]1([C@H:7]([NH:12][C:13]([C:15]2[S:16][C:17]([C:37]3[CH:42]=[CH:41][C:40]([O:43][CH3:44])=[CH:39][CH:38]=3)=[CH:18][C:19]=2[NH:20][C:21]([NH:23][C:24]2[C:29]([Cl:30])=[CH:28][C:27]([O:31][C:32]([F:35])([F:34])[F:33])=[CH:26][C:25]=2[Cl:36])=[O:22])=[O:14])[C:8]([O:10]C)=[O:9])[CH2:6][CH2:5][CH2:4][CH2:3][CH2:2]1.[OH-].[Li+]. Product: [CH:1]1([C@H:7]([NH:12][C:13]([C:15]2[S:16][C:17]([C:37]3[CH:42]=[CH:41][C:40]([O:43][CH3:44])=[CH:39][CH:38]=3)=[CH:18][C:19]=2[NH:20][C:21]([NH:23][C:24]2[C:29]([Cl:30])=[CH:28][C:27]([O:31][C:32]([F:33])([F:34])[F:35])=[CH:26][C:25]=2[Cl:36])=[O:22])=[O:14])[C:8]([OH:10])=[O:9])[CH2:6][CH2:5][CH2:4][CH2:3][CH2:2]1. The catalyst class is: 1. (2) Reactant: [C:1]([O:5][C:6]([N:8]([CH2:26][C:27]([O:29][C:30]([CH3:33])([CH3:32])[CH3:31])=[O:28])[C:9]1[CH:14]=[CH:13][CH:12]=[C:11]([CH2:15][NH:16][S:17]([C:20]2[CH:21]=[N:22][CH:23]=[CH:24][CH:25]=2)(=[O:19])=[O:18])[N:10]=1)=[O:7])([CH3:4])([CH3:3])[CH3:2].[CH3:34][C:35]([C:41]1[CH:48]=[CH:47][C:44]([CH2:45]O)=[CH:43][CH:42]=1)([CH3:40])[CH2:36][CH2:37][CH2:38][CH3:39].C(P(CCCC)CCCC)CCC.CN(C)C(N=NC(N(C)C)=O)=O. Product: [C:1]([O:5][C:6]([N:8]([CH2:26][C:27]([O:29][C:30]([CH3:33])([CH3:32])[CH3:31])=[O:28])[C:9]1[CH:14]=[CH:13][CH:12]=[C:11]([CH:15]([CH2:45][C:44]2[CH:47]=[CH:48][C:41]([C:35]([CH3:34])([CH3:40])[CH2:36][CH2:37][CH2:38][CH3:39])=[CH:42][CH:43]=2)[NH:16][S:17]([C:20]2[CH:21]=[N:22][CH:23]=[CH:24][CH:25]=2)(=[O:19])=[O:18])[N:10]=1)=[O:7])([CH3:4])([CH3:3])[CH3:2]. The catalyst class is: 132. (3) Reactant: Br[CH2:2][C:3]1[CH:4]=[C:5]2[C:10](=[CH:11][CH:12]=1)[N:9]=[C:8]([Cl:13])[CH:7]=[C:6]2[CH3:14].[OH-:15].[Na+].[CH3:17]O. Product: [Cl:13][C:8]1[CH:7]=[C:6]([CH3:14])[C:5]2[C:10](=[CH:11][CH:12]=[C:3]([CH2:2][O:15][CH3:17])[CH:4]=2)[N:9]=1. The catalyst class is: 13.